This data is from M1 muscarinic receptor agonist screen with 61,833 compounds. The task is: Binary Classification. Given a drug SMILES string, predict its activity (active/inactive) in a high-throughput screening assay against a specified biological target. (1) The compound is O(c1ccc(C(N2CCC(CC2)C)c2n(nnn2)C2CCCC2)cc1)C. The result is 0 (inactive). (2) The compound is o\1[nH]c(C(=O)N2CCCC2)cc1=C1\C(=O)C=CC=C1. The result is 0 (inactive). (3) The drug is Fc1c(CN2CCN(C2=O)CC(=O)NCCc2ccc(cc2)C)cccc1. The result is 0 (inactive). (4) The drug is O1N=C(CC1C(=O)Nc1c(n(n(c1=O)c1ccccc1)C)C)c1c(n(nc1)CC)C. The result is 0 (inactive). (5) The compound is Fc1c(C2c3c([nH]nc3OC(N)=C2C#N)CCC)cc(OC)cc1. The result is 0 (inactive).